From a dataset of Forward reaction prediction with 1.9M reactions from USPTO patents (1976-2016). Predict the product of the given reaction. (1) Given the reactants [CH3:1][C:2]1[C:7]([CH3:8])=[CH:6][CH:5]=[CH:4][C:3]=1[S:9][CH3:10].[Br:11]Br, predict the reaction product. The product is: [CH3:8][C:7]1[C:2]([CH3:1])=[C:3]([S:9][CH3:10])[CH:4]=[CH:5][C:6]=1[Br:11]. (2) Given the reactants [Cl-].[Al+3].[Cl-].[Cl-].[Br:5][CH:6]([CH3:10])[C:7](Br)=[O:8].[Cl:11][C:12]1[CH:13]=[C:14]([O:18][CH3:19])[CH:15]=[CH:16][CH:17]=1.Cl, predict the reaction product. The product is: [Br:5][CH:6]([CH3:10])[C:7]([C:17]1[CH:16]=[CH:15][C:14]([O:18][CH3:19])=[CH:13][C:12]=1[Cl:11])=[O:8]. (3) Given the reactants Cl.[NH:2]1[CH2:7][CH2:6][CH:5]([CH2:8][O:9][C:10]2[CH:11]=[CH:12][C:13]([C:16]3[CH:21]=[CH:20][C:19]([C:22](=[O:24])[CH3:23])=[CH:18][CH:17]=3)=[N:14][CH:15]=2)[CH2:4][CH2:3]1.[F:25][C:26]([F:35])([F:34])[C:27]1([C:31](O)=[O:32])[CH2:30][CH2:29][CH2:28]1.C(Cl)CCl.C1C=CC2N(O)N=NC=2C=1.CCN(C(C)C)C(C)C, predict the reaction product. The product is: [F:25][C:26]([F:35])([F:34])[C:27]1([C:31]([N:2]2[CH2:7][CH2:6][CH:5]([CH2:8][O:9][C:10]3[CH:11]=[CH:12][C:13]([C:16]4[CH:17]=[CH:18][C:19]([C:22](=[O:24])[CH3:23])=[CH:20][CH:21]=4)=[N:14][CH:15]=3)[CH2:4][CH2:3]2)=[O:32])[CH2:30][CH2:29][CH2:28]1. (4) Given the reactants [F:1][C:2]1([F:15])[C:7](=[O:8])[N:6]([CH3:9])[C:5]2[CH:10]=[CH:11][C:12]([NH2:14])=[CH:13][C:4]=2[O:3]1.[O:16](S(C(F)(F)F)(=O)=O)[Li].[CH3:25][O:26][C:27](=[O:31])[C@@H]1OC1.C1N=CN([C:37](N2C=NC=C2)=[O:38])C=1.[C:44](#N)[CH3:45], predict the reaction product. The product is: [CH3:25][O:26][C:27]([C@@H:44]1[O:16][C:37](=[O:38])[N:14]([C:12]2[CH:11]=[CH:10][C:5]3[N:6]([CH3:9])[C:7](=[O:8])[C:2]([F:1])([F:15])[O:3][C:4]=3[CH:13]=2)[CH2:45]1)=[O:31]. (5) Given the reactants [Cl:1][C:2]1[N:7]=[C:6]([NH:8][CH:9]2[CH2:13][CH2:12][CH2:11][CH2:10]2)[C:5]([C:14]#[C:15][CH:16]([O:20][CH2:21][CH3:22])[O:17][CH2:18][CH3:19])=[CH:4][N:3]=1.[F-].C([N+](CCCC)(CCCC)CCCC)CCC, predict the reaction product. The product is: [Cl:1][C:2]1[N:3]=[CH:4][C:5]2[CH:14]=[C:15]([CH:16]([O:20][CH2:21][CH3:22])[O:17][CH2:18][CH3:19])[N:8]([CH:9]3[CH2:13][CH2:12][CH2:11][CH2:10]3)[C:6]=2[N:7]=1. (6) Given the reactants C1C=CN2CC3C=CC=CC=3NCC=12.ClC1C=CC(OCC(Cl)=O)=CC=1.[Cl:27][C:28]1[CH:51]=[CH:50][C:31]([O:32][CH2:33][C:34]([N:36]2[C:42]3[CH:43]=[CH:44][CH:45]=[CH:46][C:41]=3[CH2:40][N:39]3[CH:47]=[CH:48][CH:49]=[C:38]3[CH2:37]2)=[O:35])=[C:30](C)[CH:29]=1, predict the reaction product. The product is: [Cl:27][C:28]1[CH:29]=[CH:30][C:31]([O:32][CH2:33][C:34]([N:36]2[C:42]3[CH:43]=[CH:44][CH:45]=[CH:46][C:41]=3[CH2:40][N:39]3[CH:47]=[CH:48][CH:49]=[C:38]3[CH2:37]2)=[O:35])=[CH:50][CH:51]=1. (7) Given the reactants [N+:1]([C:4]1[CH:5]=[C:6]([C:10]([O:12][CH3:13])=[O:11])[S:7][C:8]=1[CH3:9])([O-:3])=[O:2].[CH2:14]([O:21][C:22]1[CH:29]=[C:28]([O:30][CH2:31][C:32]2[CH:37]=[CH:36][CH:35]=[CH:34][CH:33]=2)[CH:27]=[CH:26][C:23]=1[CH:24]=O)[C:15]1[CH:20]=[CH:19][CH:18]=[CH:17][CH:16]=1.N1CCCC1, predict the reaction product. The product is: [CH2:14]([O:21][C:22]1[CH:29]=[C:28]([O:30][CH2:31][C:32]2[CH:37]=[CH:36][CH:35]=[CH:34][CH:33]=2)[CH:27]=[CH:26][C:23]=1/[CH:24]=[CH:9]/[C:8]1[S:7][C:6]([C:10]([O:12][CH3:13])=[O:11])=[CH:5][C:4]=1[N+:1]([O-:3])=[O:2])[C:15]1[CH:16]=[CH:17][CH:18]=[CH:19][CH:20]=1. (8) Given the reactants Cl[C:2]1[C:7]([Cl:8])=[CH:6][N:5]=[C:4]([NH2:9])[C:3]=1[N+:10]([O-:12])=[O:11].FC(F)(F)C(O)=O.[NH2:20][C@@H:21]1[C@@H:26]2[CH2:27][C@@H:23]([CH:24]=[CH:25]2)[C@@H:22]1[C:28]([NH2:30])=[O:29].C(N(CC)C(C)C)(C)C, predict the reaction product. The product is: [NH2:9][C:4]1[C:3]([N+:10]([O-:12])=[O:11])=[C:2]([NH:20][C@@H:21]2[C@@H:26]3[CH2:27][C@@H:23]([CH:24]=[CH:25]3)[C@@H:22]2[C:28]([NH2:30])=[O:29])[C:7]([Cl:8])=[CH:6][N:5]=1. (9) Given the reactants [CH3:1][NH:2][C@@H:3]1[C:8]2[CH:9]=[CH:10][CH:11]=[CH:12][C:7]=2[C@H:6]([C:13]2[CH:14]=[CH:15][C:16]([Cl:20])=[C:17]([Cl:19])[CH:18]=2)[CH2:5][CH2:4]1.[C:21]([OH:30])(=[O:29])[CH2:22][CH2:23][CH2:24][CH2:25][C:26]([OH:28])=[O:27], predict the reaction product. The product is: [CH3:1][NH:2][C@@H:3]1[C:8]2[CH:9]=[CH:10][CH:11]=[CH:12][C:7]=2[C@H:6]([C:13]2[CH:14]=[CH:15][C:16]([Cl:20])=[C:17]([Cl:19])[CH:18]=2)[CH2:5][CH2:4]1.[C:21]([O-:30])(=[O:29])[CH2:22][CH2:23][CH2:24][CH2:25][C:26]([O-:28])=[O:27].